From a dataset of Forward reaction prediction with 1.9M reactions from USPTO patents (1976-2016). Predict the product of the given reaction. Given the reactants [Br:1][C:2]1[C:3]([O:11][CH2:12][CH2:13][O:14][CH3:15])=[N:4][CH:5]=[C:6]([N+:8]([O-])=O)[CH:7]=1.[Cl-].[NH4+], predict the reaction product. The product is: [Br:1][C:2]1[CH:7]=[C:6]([NH2:8])[CH:5]=[N:4][C:3]=1[O:11][CH2:12][CH2:13][O:14][CH3:15].